From a dataset of Forward reaction prediction with 1.9M reactions from USPTO patents (1976-2016). Predict the product of the given reaction. (1) Given the reactants [C:1]([O:5][C:6](OC1C=C2C(=CC=1)N=C(C)C=C2)=[O:7])([CH3:4])([CH3:3])[CH3:2].[NH2:20][C:21]1[CH:22]=[C:23]2[C:28](=[CH:29][CH:30]=1)[N:27]=[C:26]([CH3:31])[CH:25]=[CH:24]2, predict the reaction product. The product is: [C:1]([O:5][C:6]([NH:20][C:21]1[CH:22]=[C:23]2[C:28](=[CH:29][CH:30]=1)[N:27]=[C:26]([CH3:31])[CH:25]=[CH:24]2)=[O:7])([CH3:4])([CH3:3])[CH3:2]. (2) Given the reactants [CH3:1][CH:2]([C@H:4]([OH:8])[C:5]([OH:7])=[O:6])[CH3:3].[CH2:9](O)[C:10]1[CH:15]=[CH:14][CH:13]=[CH:12][CH:11]=1.S(Cl)(Cl)=O, predict the reaction product. The product is: [CH2:9]([O:6][C:5](=[O:7])[C@@H:4]([OH:8])[CH:2]([CH3:3])[CH3:1])[C:10]1[CH:15]=[CH:14][CH:13]=[CH:12][CH:11]=1. (3) Given the reactants [CH2:1]([C:5]1[N:6]=[C:7]([CH2:27][O:28]C)[NH:8][C:9](=[O:26])[C:10]=1[CH2:11][C:12]1[CH:17]=[CH:16][C:15]([C:18]2[C:19]([C:24]#[N:25])=[CH:20][CH:21]=[CH:22][CH:23]=2)=[CH:14][CH:13]=1)[CH2:2][CH2:3][CH3:4].ClCCl.B(Br)(Br)Br.O, predict the reaction product. The product is: [CH2:1]([C:5]1[N:6]=[C:7]([CH2:27][OH:28])[NH:8][C:9](=[O:26])[C:10]=1[CH2:11][C:12]1[CH:17]=[CH:16][C:15]([C:18]2[C:19]([C:24]#[N:25])=[CH:20][CH:21]=[CH:22][CH:23]=2)=[CH:14][CH:13]=1)[CH2:2][CH2:3][CH3:4]. (4) Given the reactants [CH3:1][C:2]1[CH:7]=[CH:6][N:5]=[CH:4][C:3]=1[N:8]1[CH2:12][CH2:11][NH:10][C:9]1=[O:13].[Cl:14][C:15]1[CH:20]=[C:19](I)[CH:18]=[CH:17][N:16]=1.N[C@@H]1CCCC[C@H]1N.P([O-])([O-])([O-])=O.[K+].[K+].[K+], predict the reaction product. The product is: [Cl:14][C:15]1[CH:20]=[C:19]([N:10]2[CH2:11][CH2:12][N:8]([C:3]3[CH:4]=[N:5][CH:6]=[CH:7][C:2]=3[CH3:1])[C:9]2=[O:13])[CH:18]=[CH:17][N:16]=1. (5) Given the reactants [C:1]([C:9]1[CH:14]=[C:13]([Cl:15])[CH:12]=[CH:11][C:10]=1[NH:16][S:17]([C:20]1[CH:25]=[CH:24][C:23](Br)=[CH:22][CH:21]=1)(=[O:19])=[O:18])(=[O:8])[C:2]1[CH:7]=[CH:6][CH:5]=[CH:4][CH:3]=1.ClCCl.COCCOC.[C:36]1([C:42]#[CH:43])[CH:41]=[CH:40][CH:39]=[CH:38][CH:37]=1, predict the reaction product. The product is: [C:1]([C:9]1[CH:14]=[C:13]([Cl:15])[CH:12]=[CH:11][C:10]=1[NH:16][S:17]([C:20]1[CH:25]=[CH:24][C:23]([C:43]#[C:42][C:36]2[CH:41]=[CH:40][CH:39]=[CH:38][CH:37]=2)=[CH:22][CH:21]=1)(=[O:19])=[O:18])(=[O:8])[C:2]1[CH:7]=[CH:6][CH:5]=[CH:4][CH:3]=1. (6) Given the reactants [C:1]([N:9]1[CH2:14][CH2:13][N:12]([C:15](=[O:26])[C:16](C2C=CC(Br)=CC=2C)=[O:17])[CH2:11][C@H:10]1C)(=[O:8])[C:2]1[CH:7]=[CH:6][CH:5]=[CH:4][CH:3]=1.[NH:28]1[CH:32]=[CH:31][CH:30]=[N:29]1.C(Cl)(Cl)Cl.[CH3:37]O.CCO[C:42]([CH3:44])=O.[CH3:45][CH2:46][CH2:47][CH2:48][CH2:49]C, predict the reaction product. The product is: [C:1]([N:9]1[CH2:10][CH2:11][N:12]([C:15](=[O:26])[C:16]([C:46]2[CH:47]=[CH:48][C:49]([N:28]3[CH:32]=[CH:31][CH:30]=[N:29]3)=[C:42]([CH3:44])[CH:45]=2)=[O:17])[C@H:13]([CH3:37])[CH2:14]1)(=[O:8])[C:2]1[CH:7]=[CH:6][CH:5]=[CH:4][CH:3]=1. (7) Given the reactants [F:1][C:2]1[CH:3]=[C:4]([CH:8]=[CH:9][C:10]2[CH:19]=[CH:18][C:17]3[C:12](=[CH:13][CH:14]=[CH:15][CH:16]=3)[CH:11]=2)[CH:5]=[CH:6][CH:7]=1, predict the reaction product. The product is: [F:1][C:2]1[CH:3]=[C:4]([CH2:8][CH2:9][C:10]2[CH:19]=[CH:18][C:17]3[C:12](=[CH:13][CH:14]=[CH:15][CH:16]=3)[CH:11]=2)[CH:5]=[CH:6][CH:7]=1. (8) Given the reactants C(=O)([O-])[O-].[K+].[K+].Br[C:8]1[CH:9]=[CH:10][C:11]([O:14][CH:15]2[CH2:20][CH2:19][N:18]([CH3:21])[CH2:17][CH2:16]2)=[N:12][CH:13]=1.[N+:22]([C:25]1[CH:30]=[CH:29][C:28](B(O)O)=[CH:27][CH:26]=1)([O-:24])=[O:23], predict the reaction product. The product is: [CH3:21][N:18]1[CH2:19][CH2:20][CH:15]([O:14][C:11]2[CH:10]=[CH:9][C:8]([C:28]3[CH:29]=[CH:30][C:25]([N+:22]([O-:24])=[O:23])=[CH:26][CH:27]=3)=[CH:13][N:12]=2)[CH2:16][CH2:17]1. (9) Given the reactants [Cl:1][C:2]1[CH:7]=[C:6]([C:8]([F:11])([F:10])[F:9])[CH:5]=[CH:4][C:3]=1[S:12]([N:15]([C:30]1[CH:35]=[CH:34][C:33]([O:36][CH2:37][CH2:38][N:39]2[CH2:43][CH2:42][CH2:41][CH2:40]2)=[CH:32][CH:31]=1)[CH2:16][C:17]1[CH:22]=[CH:21][C:20]([O:23]C2CCCCO2)=[CH:19][CH:18]=1)(=[O:14])=[O:13].Cl, predict the reaction product. The product is: [Cl:1][C:2]1[CH:7]=[C:6]([C:8]([F:9])([F:10])[F:11])[CH:5]=[CH:4][C:3]=1[S:12]([N:15]([CH2:16][C:17]1[CH:18]=[CH:19][C:20]([OH:23])=[CH:21][CH:22]=1)[C:30]1[CH:31]=[CH:32][C:33]([O:36][CH2:37][CH2:38][N:39]2[CH2:43][CH2:42][CH2:41][CH2:40]2)=[CH:34][CH:35]=1)(=[O:14])=[O:13]. (10) Given the reactants C(OC([NH:11][C@@H:12]([CH2:16][C:17]([F:20])([F:19])[CH3:18])[C:13]([OH:15])=[O:14])=O)C1C=CC=CC=1.C(=O)([O-])[O-].[Na+].[Na+].[OH-].[Na+].[C:37](O[C:37]([O:39][C:40]([CH3:43])([CH3:42])[CH3:41])=[O:38])([O:39][C:40]([CH3:43])([CH3:42])[CH3:41])=[O:38], predict the reaction product. The product is: [C:40]([O:39][C:37]([NH:11][C@@H:12]([CH2:16][C:17]([F:20])([F:19])[CH3:18])[C:13]([OH:15])=[O:14])=[O:38])([CH3:41])([CH3:42])[CH3:43].